From a dataset of Full USPTO retrosynthesis dataset with 1.9M reactions from patents (1976-2016). Predict the reactants needed to synthesize the given product. Given the product [CH3:17][C:2]1[C:3]([C:8]2[C:13]([F:14])=[CH:12][C:11]([F:15])=[CH:10][C:9]=2[F:16])=[C:4]([OH:6])[N:20]2[N:21]=[CH:22][CH:23]=[C:19]2[N:18]=1, predict the reactants needed to synthesize it. The reactants are: O=[C:2]([CH3:17])[CH:3]([C:8]1[C:13]([F:14])=[CH:12][C:11]([F:15])=[CH:10][C:9]=1[F:16])[C:4]([O:6]C)=O.[NH2:18][C:19]1[CH:23]=[CH:22][NH:21][N:20]=1.C(N(CCCC)CCCC)CCC.